This data is from Full USPTO retrosynthesis dataset with 1.9M reactions from patents (1976-2016). The task is: Predict the reactants needed to synthesize the given product. (1) Given the product [C:1]([O:5][C:6](=[O:7])[N:8]([C:9]1[CH:17]=[CH:16][C:12]([C:13]([Cl:24])=[O:14])=[CH:11][N:10]=1)[CH3:18])([CH3:4])([CH3:3])[CH3:2], predict the reactants needed to synthesize it. The reactants are: [C:1]([O:5][C:6]([N:8]([CH3:18])[C:9]1[CH:17]=[CH:16][C:12]([C:13](O)=[O:14])=[CH:11][N:10]=1)=[O:7])([CH3:4])([CH3:3])[CH3:2].CN.C(N)C.[Cl:24]CCCl. (2) Given the product [Cl:12][C:10]1[CH:11]=[C:2]([NH:1][CH2:33][C:28]2[C:27]([CH3:35])=[C:26]([O:25][CH3:24])[C:31]([CH3:32])=[CH:30][N:29]=2)[CH:3]=[C:4]2[C:9]=1[N:8]=[CH:7][C:6]([C:13]#[N:14])=[C:5]2[NH:15][C:16]1[CH:21]=[CH:20][C:19]([F:22])=[C:18]([Cl:23])[CH:17]=1, predict the reactants needed to synthesize it. The reactants are: [NH2:1][C:2]1[CH:3]=[C:4]2[C:9](=[C:10]([Cl:12])[CH:11]=1)[N:8]=[CH:7][C:6]([C:13]#[N:14])=[C:5]2[NH:15][C:16]1[CH:21]=[CH:20][C:19]([F:22])=[C:18]([Cl:23])[CH:17]=1.[CH3:24][O:25][C:26]1[C:31]([CH3:32])=[CH:30][N:29]=[C:28]([CH:33]=O)[C:27]=1[CH3:35].[BH3-]C#N.[Na+]. (3) Given the product [CH3:28][O:29][C:30](=[O:61])[CH2:31][CH:32]1[CH2:41][C:40]2[C:35](=[CH:36][C:37]([O:42][CH2:43][CH2:44][NH2:45])=[CH:38][CH:39]=2)[N:34]([CH2:53][C:54]2[CH:55]=[CH:56][CH:57]=[CH:58][CH:59]=2)[C:33]1=[O:60], predict the reactants needed to synthesize it. The reactants are: COC(=O)CC1CC2C(=CC(OCCNC(OC(C)(C)C)=O)=CC=2)NC1=O.[CH3:28][O:29][C:30](=[O:61])[CH2:31][CH:32]1[CH2:41][C:40]2[C:35](=[CH:36][C:37]([O:42][CH2:43][CH2:44][NH:45]C(OC(C)(C)C)=O)=[CH:38][CH:39]=2)[N:34]([CH2:53][C:54]2[CH:59]=[CH:58][CH:57]=[CH:56][CH:55]=2)[C:33]1=[O:60]. (4) Given the product [C@@H:32]([NH:36][C:3]([C:4]1[CH:22]=[C:21]([C:13]2[CH:12]=[C:11]([C:10]([F:26])([F:25])[F:9])[CH:16]=[C:15]([C:17]([F:20])([F:19])[F:18])[CH:14]=2)[N:31]([CH2:30][CH:27]2[CH2:29][CH2:28]2)[C:5]=1[CH3:6])=[O:2])([CH2:34][CH3:35])[CH3:33], predict the reactants needed to synthesize it. The reactants are: C[O:2][C:3](=O)[CH2:4][C:5](=O)[CH3:6].[F:9][C:10]([F:26])([F:25])[C:11]1[CH:12]=[C:13]([C:21](=O)[CH2:22]Br)[CH:14]=[C:15]([C:17]([F:20])([F:19])[F:18])[CH:16]=1.[CH:27]1([CH2:30][NH2:31])[CH2:29][CH2:28]1.[C@@H:32]([NH2:36])([CH2:34][CH3:35])[CH3:33].